Dataset: Reaction yield outcomes from USPTO patents with 853,638 reactions. Task: Predict the reaction yield, written as a fraction of the theoretical maximum amount of product (1.0 means a 100% yield; for example, 0.34 means a 34% yield). (1) The reactants are [Cl:1][C:2]1[CH:3]=[C:4]([CH:7]=[CH:8][C:9]=1[C:10]1[C:33](=[O:34])[N:32]([CH2:35][CH3:36])[C:13]2[N:14]=[C:15]([NH:18][C:19]3[CH:24]=[CH:23][C:22]([N:25]4[CH2:30][CH2:29][N:28]([CH3:31])[CH2:27][CH2:26]4)=[CH:21][CH:20]=3)[N:16]=[CH:17][C:12]=2[CH:11]=1)[C:5]#[N:6].[N-:37]=[N+:38]=[N-:39].[Na+]. The catalyst is CN(C=O)C.O. The product is [Cl:1][C:2]1[CH:3]=[C:4]([C:5]2[NH:39][N:38]=[N:37][N:6]=2)[CH:7]=[CH:8][C:9]=1[C:10]1[C:33](=[O:34])[N:32]([CH2:35][CH3:36])[C:13]2[N:14]=[C:15]([NH:18][C:19]3[CH:20]=[CH:21][C:22]([N:25]4[CH2:26][CH2:27][N:28]([CH3:31])[CH2:29][CH2:30]4)=[CH:23][CH:24]=3)[N:16]=[CH:17][C:12]=2[CH:11]=1. The yield is 0.750. (2) The reactants are [F:1][C:2]1[CH:3]=[C:4]([CH:33]=[CH:34][CH:35]=1)[CH2:5][N:6]1[C:14]2[C:9](=[CH:10][C:11]([NH:15][C:16]3[C:25]4[C:20](=[CH:21][CH:22]=[CH:23][C:24]=4[O:26][C@H:27]([CH3:32])[C:28]([O:30]C)=O)[N:19]=[CH:18][N:17]=3)=[CH:12][CH:13]=2)[CH:8]=[N:7]1.[NH3:36]. No catalyst specified. The product is [F:1][C:2]1[CH:3]=[C:4]([CH:33]=[CH:34][CH:35]=1)[CH2:5][N:6]1[C:14]2[C:9](=[CH:10][C:11]([NH:15][C:16]3[C:25]4[C:20](=[CH:21][CH:22]=[CH:23][C:24]=4[O:26][C@H:27]([CH3:32])[C:28]([NH2:36])=[O:30])[N:19]=[CH:18][N:17]=3)=[CH:12][CH:13]=2)[CH:8]=[N:7]1. The yield is 0.910. (3) The reactants are [CH3:1][S:2]([CH:5]1[CH2:10][CH2:9][C:8]([C:11]2[S:15][C:14]3[CH:16]=[C:17]([OH:20])[CH:18]=[CH:19][C:13]=3[C:12]=2[O:21][C:22]2[CH:27]=[CH:26][C:25]([O:28][CH2:29][CH2:30][N:31]3[CH2:36][CH2:35][CH2:34][CH2:33][CH2:32]3)=[CH:24][CH:23]=2)=[CH:7][CH2:6]1)(=[O:4])=[O:3].[ClH:37]. The catalyst is C(Cl)Cl. The product is [ClH:37].[CH3:1][S:2]([CH:5]1[CH2:10][CH2:9][C:8]([C:11]2[S:15][C:14]3[CH:16]=[C:17]([OH:20])[CH:18]=[CH:19][C:13]=3[C:12]=2[O:21][C:22]2[CH:23]=[CH:24][C:25]([O:28][CH2:29][CH2:30][N:31]3[CH2:36][CH2:35][CH2:34][CH2:33][CH2:32]3)=[CH:26][CH:27]=2)=[CH:7][CH2:6]1)(=[O:3])=[O:4]. The yield is 0.990. (4) The reactants are [Br:1][CH:2]1[CH2:5][C:4](=[O:6])[CH2:3]1.[CH2:7](O)[CH2:8][OH:9].CC1C=CC(S([O-])(=O)=O)=CC=1.C1C=C[NH+]=CC=1. The catalyst is C1C=CC=CC=1. The product is [Br:1][CH:2]1[CH2:5][C:4]2([O:9][CH2:8][CH2:7][O:6]2)[CH2:3]1. The yield is 0.510. (5) The yield is 0.300. The product is [CH:1]1([C@@H:4]([NH:5][S@:6]([C:8]([CH3:11])([CH3:10])[CH3:9])=[O:7])[C:22]([F:25])([F:24])[F:23])[CH2:2][CH2:3]1. The reactants are [CH:1]1(/[CH:4]=[N:5]/[S@:6]([C:8]([CH3:11])([CH3:10])[CH3:9])=[O:7])[CH2:3][CH2:2]1.C[N+](C)(C)C.[F-].[Si]([C:22]([F:25])([F:24])[F:23])(C)(C)C. The catalyst is C1COCC1. (6) The reactants are Cl[C:2]1[CH:11]=[CH:10][C:9]2[C:4](=[CH:5][C:6]([C:16]([F:19])([F:18])[F:17])=[CH:7][C:8]=2[C:12]([F:15])([F:14])[F:13])[N:3]=1.[CH3:20][O:21][C:22]1[CH:29]=[CH:28][C:25]([CH2:26][NH2:27])=[CH:24][CH:23]=1.CCN(C(C)C)C(C)C. The yield is 0.980. The product is [CH3:20][O:21][C:22]1[CH:29]=[CH:28][C:25]([CH2:26][NH:27][C:2]2[CH:11]=[CH:10][C:9]3[C:4](=[CH:5][C:6]([C:16]([F:19])([F:18])[F:17])=[CH:7][C:8]=3[C:12]([F:15])([F:14])[F:13])[N:3]=2)=[CH:24][CH:23]=1. The catalyst is CN(C=O)C.